This data is from Reaction yield outcomes from USPTO patents with 853,638 reactions. The task is: Predict the reaction yield, written as a fraction of the theoretical maximum amount of product (1.0 means a 100% yield; for example, 0.34 means a 34% yield). The reactants are [F:1][C:2]1[C:9]([O:10][CH3:11])=[CH:8][CH:7]=[CH:6][C:3]=1[CH:4]=[O:5].[BH4-].[Na+].O. The catalyst is C(O)C. The product is [F:1][C:2]1[C:9]([O:10][CH3:11])=[CH:8][CH:7]=[CH:6][C:3]=1[CH2:4][OH:5]. The yield is 0.953.